Task: Predict which catalyst facilitates the given reaction.. Dataset: Catalyst prediction with 721,799 reactions and 888 catalyst types from USPTO (1) Reactant: [O:1]1[C:5]2[CH:6]=[CH:7][C:8]([C:10]3[O:11][C:12]([CH2:15][S:16][C:17]4[CH:22]=[CH:21][CH:20]=[C:19]([F:23])[CH:18]=4)=[N:13][N:14]=3)=[CH:9][C:4]=2[CH2:3][CH2:2]1.ClC1C=CC=C(C(OO)=[O:32])C=1.S([O-])([O-])(=O)=S.[Na+].[Na+]. Product: [O:1]1[C:5]2[CH:6]=[CH:7][C:8]([C:10]3[O:11][C:12]([CH2:15][S:16]([C:17]4[CH:22]=[CH:21][CH:20]=[C:19]([F:23])[CH:18]=4)=[O:32])=[N:13][N:14]=3)=[CH:9][C:4]=2[CH2:3][CH2:2]1. The catalyst class is: 10. (2) Reactant: Cl.[N+:2]([C:5]1[CH:15]=[CH:14][C:8]([C:9](=[NH:13])OCC)=[CH:7][CH:6]=1)([O-:4])=[O:3].N1C=CC=CC=1.[CH:22]([NH:24][NH2:25])=[O:23]. Product: [CH:22]([NH:24][NH:25][C:9](=[NH:13])[C:8]1[CH:7]=[CH:6][C:5]([N+:2]([O-:4])=[O:3])=[CH:15][CH:14]=1)=[O:23]. The catalyst class is: 6. (3) Reactant: [CH3:1][O:2][C:3](=[O:16])[CH2:4][O:5][C:6]1[CH:11]=[C:10]([Cl:12])[C:9]([CH:13]=O)=[C:8]([Cl:15])[CH:7]=1.[NH2:17][C:18]1[CH:19]=[C:20]([CH:32]=[CH:33][C:34]=1[NH2:35])[C:21]([NH:23][C:24]1[CH:29]=[CH:28][C:27]([CH3:30])=[C:26]([CH3:31])[CH:25]=1)=[O:22].C(S([O-])(=O)=O)(F)(F)F.C(S([O-])(=O)=O)(F)(F)F.C(S([O-])(=O)=O)(F)(F)F.[Yb+3].O. Product: [CH3:1][O:2][C:3](=[O:16])[CH2:4][O:5][C:6]1[CH:11]=[C:10]([Cl:12])[C:9]([C:13]2[NH:17][C:18]3[CH:19]=[C:20]([C:21](=[O:22])[NH:23][C:24]4[CH:29]=[CH:28][C:27]([CH3:30])=[C:26]([CH3:31])[CH:25]=4)[CH:32]=[CH:33][C:34]=3[N:35]=2)=[C:8]([Cl:15])[CH:7]=1. The catalyst class is: 197.